This data is from Catalyst prediction with 721,799 reactions and 888 catalyst types from USPTO. The task is: Predict which catalyst facilitates the given reaction. Reactant: [Br:1][C:2]1[CH:7]=[CH:6][C:5]([C:8]2[CH:15]=[CH:14][C:11]([CH:12]=[O:13])=[CH:10][N:9]=2)=[CH:4][CH:3]=1.C[Li].[CH2:18](OCC)C.[Cl-].[NH4+]. Product: [Br:1][C:2]1[CH:3]=[CH:4][C:5]([C:8]2[N:9]=[CH:10][C:11]([CH:12]([OH:13])[CH3:18])=[CH:14][CH:15]=2)=[CH:6][CH:7]=1. The catalyst class is: 7.